Dataset: Forward reaction prediction with 1.9M reactions from USPTO patents (1976-2016). Task: Predict the product of the given reaction. The product is: [NH2:8][C:5]1[O:6][CH2:7][C:2]([F:1])([F:18])[C@@:3]2([C:16]3[C:11](=[CH:12][CH:13]=[C:14]([NH:17][C:26](=[O:27])[C:23]4[CH:22]=[CH:21][C:20]([Cl:19])=[CH:25][N:24]=4)[CH:15]=3)[CH2:10][CH2:9]2)[N:4]=1. Given the reactants [F:1][C:2]1([F:18])[CH2:7][O:6][C:5]([NH2:8])=[N:4][C@@:3]21[C:16]1[C:11](=[CH:12][CH:13]=[C:14]([NH2:17])[CH:15]=1)[CH2:10][CH2:9]2.[Cl:19][C:20]1[CH:21]=[CH:22][C:23]([C:26](O)=[O:27])=[N:24][CH:25]=1, predict the reaction product.